From a dataset of Peptide-MHC class II binding affinity with 134,281 pairs from IEDB. Regression. Given a peptide amino acid sequence and an MHC pseudo amino acid sequence, predict their binding affinity value. This is MHC class II binding data. (1) The peptide sequence is FRAAMATTANVPPAD. The MHC is DRB1_1001 with pseudo-sequence DRB1_1001. The binding affinity (normalized) is 0.743. (2) The peptide sequence is SVIDCNTCVTQTVDFSLDPT. The MHC is DRB1_1101 with pseudo-sequence DRB1_1101. The binding affinity (normalized) is 0.